This data is from Full USPTO retrosynthesis dataset with 1.9M reactions from patents (1976-2016). The task is: Predict the reactants needed to synthesize the given product. (1) Given the product [CH:1]1([C:4]2[S:8]/[C:7](=[N:9]\[C:21](=[O:22])[C:20]3[CH:24]=[CH:25][CH:26]=[CH:27][C:19]=3[O:18][CH2:16][CH3:17])/[N:6]([CH2:10][CH:11]3[CH2:15][CH2:14][CH2:13][O:12]3)[N:5]=2)[CH2:2][CH2:3]1, predict the reactants needed to synthesize it. The reactants are: [CH:1]1([C:4]2[S:8][C:7](=[NH:9])[N:6]([CH2:10][CH:11]3[CH2:15][CH2:14][CH2:13][O:12]3)[N:5]=2)[CH2:3][CH2:2]1.[CH2:16]([O:18][C:19]1[CH:27]=[CH:26][CH:25]=[CH:24][C:20]=1[C:21](O)=[O:22])[CH3:17]. (2) Given the product [Br:1][C:2]1[CH:10]=[CH:9][CH:8]=[C:7]2[C:3]=1[C:4]([CH2:39][C:38]1[CH:42]=[CH:43][C:35]([Cl:34])=[CH:36][CH:37]=1)=[CH:5][N:6]2[C@@H:11]1[O:28][C@H:27]([CH2:29][OH:30])[C@@H:22]([OH:23])[C@H:17]([OH:18])[C@H:12]1[OH:13], predict the reactants needed to synthesize it. The reactants are: [Br:1][C:2]1[CH:10]=[CH:9][CH:8]=[C:7]2[C:3]=1[CH:4]=[CH:5][N:6]2[C@@H:11]1[O:28][C@H:27]([CH2:29][O:30]C(=O)C)[C@@H:22]([O:23]C(=O)C)[C@H:17]([O:18]C(=O)C)[C@H:12]1[O:13]C(=O)C.[Cl:34][C:35]1[CH:43]=[CH:42][C:38]([C:39](Cl)=O)=[CH:37][CH:36]=1. (3) Given the product [N:52]([C@:15]12[C:14](=[O:22])[O:13][C@H:12]([CH3:23])[C@H:11]1[C@@H:10](/[CH:9]=[CH:8]/[C:5]1[CH:4]=[CH:3][C:2]([Br:1])=[CH:7][N:6]=1)[C@H:18]([CH3:19])[C:17]([F:20])([F:21])[CH2:16]2)=[N+:53]=[N-:54], predict the reactants needed to synthesize it. The reactants are: [Br:1][C:2]1[CH:3]=[CH:4][C:5](/[CH:8]=[CH:9]/[C@H:10]2[C@H:18]([CH3:19])[C:17]([F:21])([F:20])[CH2:16][C@@H:15]3[C@H:11]2[C@@H:12]([CH3:23])[O:13][C:14]3=[O:22])=[N:6][CH:7]=1.C[Si]([N-][Si](C)(C)C)(C)C.[K+].C(C1C=C(C(C)C)C=C(C(C)C)C=1S([N:52]=[N+:53]=[N-:54])(=O)=O)(C)C.CC(O)=O. (4) Given the product [CH3:1][C:2]1[O:6][C:5]([C:7]2[CH:8]=[CH:9][CH:10]=[CH:11][CH:12]=2)=[N:4][C:3]=1[CH2:13][O:14][C:15]1[CH:16]=[CH:17][C:18]([CH2:21][O:22][C:24]2[N:25]=[CH:26][CH:27]=[CH:28][C:29]=2[C:30]#[N:31])=[CH:19][CH:20]=1, predict the reactants needed to synthesize it. The reactants are: [CH3:1][C:2]1[O:6][C:5]([C:7]2[CH:12]=[CH:11][CH:10]=[CH:9][CH:8]=2)=[N:4][C:3]=1[CH2:13][O:14][C:15]1[CH:20]=[CH:19][C:18]([CH2:21][OH:22])=[CH:17][CH:16]=1.Cl[C:24]1[C:29]([C:30]#[N:31])=[CH:28][CH:27]=[CH:26][N:25]=1. (5) Given the product [ClH:18].[CH3:1][O:2][C:3]1[C:8]([C:9]([Cl:18])=[O:10])=[C:7]([CH3:12])[N:6]=[C:5]([O:13][CH3:14])[CH:4]=1, predict the reactants needed to synthesize it. The reactants are: [CH3:1][O:2][C:3]1[C:8]([C:9](O)=[O:10])=[C:7]([CH3:12])[N:6]=[C:5]([O:13][CH3:14])[CH:4]=1.C(Cl)(=O)C([Cl:18])=O. (6) The reactants are: [C:1]([O:5][C:6]([N:8]1[CH2:13][CH2:12][N:11]([C:14]2[CH:19]=[CH:18][CH:17]=[CH:16][C:15]=2[CH2:20][OH:21])[CH2:10][CH2:9]1)=[O:7])([CH3:4])([CH3:3])[CH3:2].[CH3:22]I.[H-].[Na+]. Given the product [C:1]([O:5][C:6]([N:8]1[CH2:9][CH2:10][N:11]([C:14]2[CH:19]=[CH:18][CH:17]=[CH:16][C:15]=2[CH2:20][O:21][CH3:22])[CH2:12][CH2:13]1)=[O:7])([CH3:4])([CH3:2])[CH3:3], predict the reactants needed to synthesize it. (7) Given the product [NH2:17][C:13]1[N:12]=[C:11]([C:8]2[S:7][C:6]3[CH:18]=[CH:19][C:3]([CH2:2][NH:1][C:25]([C:21]4[S:20][CH:24]=[CH:23][CH:22]=4)=[O:26])=[CH:4][C:5]=3[C:9]=2[CH3:10])[CH:16]=[CH:15][N:14]=1, predict the reactants needed to synthesize it. The reactants are: [NH2:1][CH2:2][C:3]1[CH:19]=[CH:18][C:6]2[S:7][C:8]([C:11]3[CH:16]=[CH:15][N:14]=[C:13]([NH2:17])[N:12]=3)=[C:9]([CH3:10])[C:5]=2[CH:4]=1.[S:20]1[CH:24]=[CH:23][CH:22]=[C:21]1[C:25](O)=[O:26].CN(C(ON1N=NC2C=CC=NC1=2)=[N+](C)C)C.F[P-](F)(F)(F)(F)F. (8) Given the product [O:27]([C:22]1[CH:23]=[CH:24][CH:25]=[CH:26][C:21]=1[C:16]12[CH2:19][CH2:20][C:13]([CH2:12][C:34]#[N:35])([CH2:18][CH2:17]1)[CH2:14][O:15]2)[C:28]1[CH:29]=[CH:30][CH:31]=[CH:32][CH:33]=1, predict the reactants needed to synthesize it. The reactants are: CC1C=CC(S(O[CH2:12][C:13]23[CH2:20][CH2:19][C:16]([C:21]4[CH:26]=[CH:25][CH:24]=[CH:23][C:22]=4[O:27][C:28]4[CH:33]=[CH:32][CH:31]=[CH:30][CH:29]=4)([CH2:17][CH2:18]2)[O:15][CH2:14]3)(=O)=O)=CC=1.[C-:34]#[N:35].[Na+]. (9) Given the product [CH3:28][O:27][N:26]([CH3:25])[C:3](=[O:23])[CH:4]([N:6]1[C:10]2=[N:11][CH:12]=[CH:13][CH:14]=[C:9]2[C:8]([C:15]([O:17][C:18]([CH3:20])([CH3:21])[CH3:19])=[O:16])=[C:7]1[CH3:22])[CH3:5], predict the reactants needed to synthesize it. The reactants are: CO[C:3](=[O:23])[CH:4]([N:6]1[C:10]2=[N:11][CH:12]=[CH:13][CH:14]=[C:9]2[C:8]([C:15]([O:17][C:18]([CH3:21])([CH3:20])[CH3:19])=[O:16])=[C:7]1[CH3:22])[CH3:5].Cl.[CH3:25][NH:26][O:27][CH3:28].C([Mg]Cl)(C)C. (10) Given the product [F:28][CH:26]([F:27])[O:25][C:13]1[C:12]2[C:16](=[CH:17][C:9]([OH:8])=[CH:10][CH:11]=2)[N:15]([C:18]([O:20][C:21]([CH3:23])([CH3:22])[CH3:24])=[O:19])[N:14]=1, predict the reactants needed to synthesize it. The reactants are: C([O:8][C:9]1[CH:17]=[C:16]2[C:12]([C:13]([O:25][CH:26]([F:28])[F:27])=[N:14][N:15]2[C:18]([O:20][C:21]([CH3:24])([CH3:23])[CH3:22])=[O:19])=[CH:11][CH:10]=1)C1C=CC=CC=1.